From a dataset of Catalyst prediction with 721,799 reactions and 888 catalyst types from USPTO. Predict which catalyst facilitates the given reaction. (1) Reactant: [CH3:1][O:2][C:3]([C:5]1[C:6]([OH:29])=[C:7]2[C:12](=[CH:13][N:14]=1)[N:11]([CH2:15][C:16]1[CH:21]=[CH:20][CH:19]=[CH:18][CH:17]=1)[C:10](=[O:22])[C:9]([C:23]1[CH:24]=[N:25][CH:26]=[CH:27][CH:28]=1)=[CH:8]2)=[O:4].[Br:30]N1C(=O)CCC1=O. Product: [CH3:1][O:2][C:3]([C:5]1[C:6]([OH:29])=[C:7]2[C:12](=[C:13]([Br:30])[N:14]=1)[N:11]([CH2:15][C:16]1[CH:21]=[CH:20][CH:19]=[CH:18][CH:17]=1)[C:10](=[O:22])[C:9]([C:23]1[CH:24]=[N:25][CH:26]=[CH:27][CH:28]=1)=[CH:8]2)=[O:4]. The catalyst class is: 2. (2) Reactant: [F:1][C:2]([F:31])([F:30])[C:3]1[CH:4]=[C:5]([C:9]2[N:14]=[CH:13][C:12]([N:15]3[CH2:20][CH2:19][N:18]([C:21]([O:23][CH2:24][C:25](OCC)=[O:26])=[O:22])[CH2:17][CH2:16]3)=[CH:11][CH:10]=2)[CH:6]=[CH:7][CH:8]=1.[CH3:32][NH2:33].ClCCl.CO. Product: [F:1][C:2]([F:31])([F:30])[C:3]1[CH:4]=[C:5]([C:9]2[N:14]=[CH:13][C:12]([N:15]3[CH2:20][CH2:19][N:18]([C:21]([O:23][CH2:24][C:25]([NH:33][CH3:32])=[O:26])=[O:22])[CH2:17][CH2:16]3)=[CH:11][CH:10]=2)[CH:6]=[CH:7][CH:8]=1. The catalyst class is: 7. (3) Reactant: [F:1][C:2]1[CH:8]=[CH:7][C:5](N)=[CH:4][C:3]=1[N+:9]([O-:11])=[O:10].N([O-])=O.[Na+].[I-:16].[K+].S([O-])([O-])=O.[Na+].[Na+]. Product: [F:1][C:2]1[CH:8]=[CH:7][C:5]([I:16])=[CH:4][C:3]=1[N+:9]([O-:11])=[O:10]. The catalyst class is: 126.